Dataset: Forward reaction prediction with 1.9M reactions from USPTO patents (1976-2016). Task: Predict the product of the given reaction. (1) Given the reactants [Br:1][C:2]1[CH:3]=[N:4][C:5]([O:11][C:12]2[CH:17]=[CH:16][C:15]([O:18][CH3:19])=[CH:14][CH:13]=2)=[C:6]([CH:10]=1)[C:7]([OH:9])=O.[OH-].[K+], predict the reaction product. The product is: [Br:1][C:2]1[CH:10]=[C:6]2[C:7](=[O:9])[C:17]3[C:12](=[CH:13][CH:14]=[C:15]([O:18][CH3:19])[CH:16]=3)[O:11][C:5]2=[N:4][CH:3]=1. (2) Given the reactants Br[C:2]1[CH:6]=[CH:5][S:4][C:3]=1[C:7](=[O:9])[CH3:8].[CH3:10][O:11][C:12]1[CH:17]=[CH:16][C:15](B(O)O)=[CH:14][CH:13]=1.C([O-])([O-])=O.[Na+].[Na+], predict the reaction product. The product is: [CH3:10][O:11][C:12]1[CH:17]=[CH:16][C:15]([C:2]2[CH:6]=[CH:5][S:4][C:3]=2[C:7](=[O:9])[CH3:8])=[CH:14][CH:13]=1. (3) Given the reactants [Br:1][CH:2]1[CH2:6][CH:5]([O:7][CH3:8])[CH2:4][CH:3]1[OH:9].CC(OI1(OC(C)=O)(OC(C)=O)OC(=O)C2C=CC=CC1=2)=O, predict the reaction product. The product is: [Br:1][CH:2]1[CH2:6][CH:5]([O:7][CH3:8])[CH2:4][C:3]1=[O:9]. (4) Given the reactants Br[C:2]1[N:3]=[C:4]([C:8]([NH2:10])=[O:9])[N:5]([CH3:7])[CH:6]=1.[C:11]([C:15]1[CH:16]=[C:17]2[C:22](=[C:23]([F:25])[CH:24]=1)[C:21](=[O:26])[N:20]([C:27]1[CH:37]=[CH:36][CH:35]=[C:34](B3OC(C)(C)C(C)(C)O3)[C:28]=1[CH2:29][O:30]C(=O)C)[N:19]=[CH:18]2)([CH3:14])([CH3:13])[CH3:12], predict the reaction product. The product is: [C:11]([C:15]1[CH:16]=[C:17]2[C:22](=[C:23]([F:25])[CH:24]=1)[C:21](=[O:26])[N:20]([C:27]1[C:28]([CH2:29][OH:30])=[C:34]([C:2]3[N:3]=[C:4]([C:8]([NH2:10])=[O:9])[N:5]([CH3:7])[CH:6]=3)[CH:35]=[CH:36][CH:37]=1)[N:19]=[CH:18]2)([CH3:14])([CH3:12])[CH3:13]. (5) Given the reactants [CH3:1][C:2]1[CH:7]=[CH:6][CH:5]=[CH:4][C:3]=1[C:8]1[O:12][N:11]=[CH:10][C:9]=1[C:13]([OH:15])=O.CN(C(ON1N=NC2C=CC=CC1=2)=[N+](C)C)C.[B-](F)(F)(F)F.Cl.[NH:39]1[CH2:44][CH2:43][CH2:42][C@@H:41]([C:45]([OH:48])([CH3:47])[CH3:46])[CH2:40]1.C(N(CC)CC)C, predict the reaction product. The product is: [CH3:1][C:2]1[CH:7]=[CH:6][CH:5]=[CH:4][C:3]=1[C:8]1[O:12][N:11]=[CH:10][C:9]=1[C:13]([N:39]1[CH2:44][CH2:43][CH2:42][C@@H:41]([C:45]([OH:48])([CH3:47])[CH3:46])[CH2:40]1)=[O:15]. (6) Given the reactants [NH2:1][C:2]1[C:7]([C:8](=[O:19])[C:9]2[C:14]([O:15][CH3:16])=[CH:13][CH:12]=[CH:11][C:10]=2[O:17][CH3:18])=[CH:6][N:5]=[C:4]([NH:20][CH:21]2[CH2:26][CH2:25][N:24](C(=O)C)[CH2:23][CH2:22]2)[N:3]=1.FC(F)(F)C(O)=O.[CH3:37][S:38](N1CCC(N)CC1)(=[O:40])=[O:39], predict the reaction product. The product is: [NH2:1][C:2]1[C:7]([C:8]([C:9]2[C:14]([O:15][CH3:16])=[CH:13][CH:12]=[CH:11][C:10]=2[O:17][CH3:18])=[O:19])=[CH:6][N:5]=[C:4]([NH:20][CH:21]2[CH2:26][CH2:25][N:24]([S:38]([CH3:37])(=[O:40])=[O:39])[CH2:23][CH2:22]2)[N:3]=1. (7) Given the reactants [C:1]([O:5][C:6]([NH:8][C@H:9]1[C@H:14]([OH:15])[C@@H:13]([CH3:16])[CH2:12][N:11]([C:17]2[CH:22]=[CH:21][N:20]=[CH:19][C:18]=2[N:23]([C:31]([O:33][C:34]([CH3:37])([CH3:36])[CH3:35])=[O:32])[C:24]([O:26][C:27]([CH3:30])([CH3:29])[CH3:28])=[O:25])[CH2:10]1)=[O:7])([CH3:4])([CH3:3])[CH3:2].[CH3:38][S:39](Cl)(=[O:41])=[O:40], predict the reaction product. The product is: [CH3:38][S:39]([O:15][C@@H:14]1[C@@H:13]([CH3:16])[CH2:12][N:11]([C:17]2[CH:22]=[CH:21][N:20]=[CH:19][C:18]=2[N:23]([C:24]([O:26][C:27]([CH3:30])([CH3:29])[CH3:28])=[O:25])[C:31]([O:33][C:34]([CH3:36])([CH3:35])[CH3:37])=[O:32])[CH2:10][C@H:9]1[NH:8][C:6]([O:5][C:1]([CH3:4])([CH3:2])[CH3:3])=[O:7])(=[O:41])=[O:40]. (8) Given the reactants [C:1]1([CH2:7][O:8][C:9]2[CH:14]=[CH:13][C:12]([C@@H:15]3[NH:19][C@H:18]([C:20]([O:22]C)=[O:21])[CH2:17][CH2:16]3)=[CH:11][CH:10]=2)[CH:6]=[CH:5][CH:4]=[CH:3][CH:2]=1.CO, predict the reaction product. The product is: [C:1]1([CH2:7][O:8][C:9]2[CH:14]=[CH:13][C:12]([C@@H:15]3[NH:19][C@H:18]([C:20]([OH:22])=[O:21])[CH2:17][CH2:16]3)=[CH:11][CH:10]=2)[CH:2]=[CH:3][CH:4]=[CH:5][CH:6]=1. (9) Given the reactants [NH:1]1[C:9]2[C:4](=[CH:5][CH:6]=[CH:7][CH:8]=2)[CH:3]=[CH:2]1.[CH:10](=[O:17])[C:11]1[CH:16]=[CH:15][N:14]=[CH:13][CH:12]=1.[OH-].[Na+], predict the reaction product. The product is: [NH:1]1[C:9]2[C:4](=[CH:5][CH:6]=[CH:7][CH:8]=2)[C:3]([CH:10]([C:11]2[CH:16]=[CH:15][N:14]=[CH:13][CH:12]=2)[OH:17])=[CH:2]1.